From a dataset of Forward reaction prediction with 1.9M reactions from USPTO patents (1976-2016). Predict the product of the given reaction. (1) The product is: [C:13]([O:17][C:18](=[O:38])[NH:19][C:20]([CH3:36])([CH3:37])[CH2:21][CH2:22][N:23]1[C:24]2[CH:29]=[CH:28][CH:27]=[CH:26][C:25]=2[C:30]([CH2:31][CH3:32])([CH2:34][CH3:35])[O:33][C:2]1=[O:4])([CH3:15])([CH3:14])[CH3:16]. Given the reactants Cl[C:2](Cl)([O:4]C(=O)OC(Cl)(Cl)Cl)Cl.[C:13]([O:17][C:18](=[O:38])[NH:19][C:20]([CH3:37])([CH3:36])[CH2:21][CH2:22][NH:23][C:24]1[CH:29]=[CH:28][CH:27]=[CH:26][C:25]=1[C:30]([CH2:34][CH3:35])([OH:33])[CH2:31][CH3:32])([CH3:16])([CH3:15])[CH3:14].C(N(CC)CC)C, predict the reaction product. (2) The product is: [Cl:23][C:24]1[CH:25]=[C:26]([O:37][S:38]([C:41]([F:43])([F:44])[F:42])(=[O:40])=[O:39])[CH:27]=[C:28]([Cl:36])[C:29]=1[CH2:30][CH:10]1[CH2:11][CH2:12][N:8]([CH:5]2[CH2:4][CH2:3][C:2]([F:1])([F:14])[CH2:7][CH2:6]2)[C:9]1=[O:13]. Given the reactants [F:1][C:2]1([F:14])[CH2:7][CH2:6][CH:5]([N:8]2[CH2:12][CH2:11][CH2:10][C:9]2=[O:13])[CH2:4][CH2:3]1.[Li+].CC([N-]C(C)C)C.[Cl:23][C:24]1[CH:25]=[C:26]([O:37][S:38]([C:41]([F:44])([F:43])[F:42])(=[O:40])=[O:39])[CH:27]=[C:28]([Cl:36])[C:29]=1[CH2:30]OS(C)(=O)=O, predict the reaction product. (3) The product is: [CH3:11][O:12][C:13]1[CH:14]=[C:15]([CH:16]([OH:17])[CH2:8][CH2:7][C:1]2[CH:6]=[CH:5][CH:4]=[CH:3][CH:2]=2)[CH:18]=[CH:19][CH:20]=1. Given the reactants [C:1]1([CH2:7][CH2:8]Br)[CH:6]=[CH:5][CH:4]=[CH:3][CH:2]=1.[Mg].[CH3:11][O:12][C:13]1[CH:14]=[C:15]([CH:18]=[CH:19][CH:20]=1)[CH:16]=[O:17].[Cl-].[NH4+], predict the reaction product. (4) Given the reactants [Zn:1].[C:2]([OH:21])(=[O:20])[CH2:3][CH2:4][CH2:5][CH2:6][CH2:7][CH2:8][CH2:9][CH2:10][CH2:11][CH2:12][CH2:13][CH2:14][CH2:15][CH2:16][CH2:17][CH2:18][CH3:19], predict the reaction product. The product is: [C:2]([O-:21])(=[O:20])[CH2:3][CH2:4][CH2:5][CH2:6][CH2:7][CH2:8][CH2:9][CH2:10][CH2:11][CH2:12][CH2:13][CH2:14][CH2:15][CH2:16][CH2:17][CH2:18][CH3:19].[Zn+2:1].[C:2]([O-:21])(=[O:20])[CH2:3][CH2:4][CH2:5][CH2:6][CH2:7][CH2:8][CH2:9][CH2:10][CH2:11][CH2:12][CH2:13][CH2:14][CH2:15][CH2:16][CH2:17][CH2:18][CH3:19].